This data is from Reaction yield outcomes from USPTO patents with 853,638 reactions. The task is: Predict the reaction yield, written as a fraction of the theoretical maximum amount of product (1.0 means a 100% yield; for example, 0.34 means a 34% yield). (1) The reactants are [Cl:1][C:2]1[C:3]2[CH:14]=[CH:13][C:12](=[O:15])[N:11]([C:16]3[C:21]([F:22])=[CH:20][CH:19]=[CH:18][C:17]=3[F:23])[C:4]=2[N:5]=[C:6](S(C)=O)[N:7]=1.[NH2:24][CH:25]([CH2:28][OH:29])[CH2:26][OH:27].CCN(CC)CC. The catalyst is ClCCl.CN(C=O)C. The product is [Cl:1][C:2]1[C:3]2[CH:14]=[CH:13][C:12](=[O:15])[N:11]([C:16]3[C:21]([F:22])=[CH:20][CH:19]=[CH:18][C:17]=3[F:23])[C:4]=2[N:5]=[C:6]([NH:24][CH:25]([CH2:28][OH:29])[CH2:26][OH:27])[N:7]=1. The yield is 0.420. (2) The product is [CH2:1]([C:3]1[CH:11]=[CH:10][C:9]2[N:8]([CH2:27][CH2:26][C:23]3[CH:22]=[N:21][C:20]([CH3:19])=[CH:25][CH:24]=3)[C:7]3[CH2:12][CH2:13][N:14]([CH3:16])[CH2:15][C:6]=3[C:5]=2[CH:4]=1)[CH3:2]. The yield is 0.200. The catalyst is CN1CCCC1=O.O. The reactants are [CH2:1]([C:3]1[CH:11]=[CH:10][C:9]2[NH:8][C:7]3[CH2:12][CH2:13][N:14]([CH3:16])[CH2:15][C:6]=3[C:5]=2[CH:4]=1)[CH3:2].[OH-].[K+].[CH3:19][C:20]1[CH:25]=[CH:24][C:23]([CH:26]=[CH2:27])=[CH:22][N:21]=1.